Dataset: Forward reaction prediction with 1.9M reactions from USPTO patents (1976-2016). Task: Predict the product of the given reaction. The product is: [ClH:21].[CH3:19][O:18][C:16](=[O:17])[CH2:15][CH2:14][NH:13][C:12]([CH:10]1[CH2:9][NH:8][CH2:11]1)=[O:20]. Given the reactants C(OC([N:8]1[CH2:11][CH:10]([C:12](=[O:20])[NH:13][CH2:14][CH2:15][C:16]([O:18][CH3:19])=[O:17])[CH2:9]1)=O)(C)(C)C.[ClH:21], predict the reaction product.